Dataset: NCI-60 drug combinations with 297,098 pairs across 59 cell lines. Task: Regression. Given two drug SMILES strings and cell line genomic features, predict the synergy score measuring deviation from expected non-interaction effect. (1) Drug 1: CCC1=CC2CC(C3=C(CN(C2)C1)C4=CC=CC=C4N3)(C5=C(C=C6C(=C5)C78CCN9C7C(C=CC9)(C(C(C8N6C)(C(=O)OC)O)OC(=O)C)CC)OC)C(=O)OC.C(C(C(=O)O)O)(C(=O)O)O. Drug 2: CCC(=C(C1=CC=CC=C1)C2=CC=C(C=C2)OCCN(C)C)C3=CC=CC=C3.C(C(=O)O)C(CC(=O)O)(C(=O)O)O. Cell line: MDA-MB-435. Synergy scores: CSS=63.4, Synergy_ZIP=4.67, Synergy_Bliss=3.15, Synergy_Loewe=-26.2, Synergy_HSA=1.89. (2) Drug 2: N.N.Cl[Pt+2]Cl. Cell line: SK-MEL-5. Synergy scores: CSS=51.4, Synergy_ZIP=-1.20, Synergy_Bliss=-1.14, Synergy_Loewe=0.612, Synergy_HSA=3.27. Drug 1: CC1=C(N=C(N=C1N)C(CC(=O)N)NCC(C(=O)N)N)C(=O)NC(C(C2=CN=CN2)OC3C(C(C(C(O3)CO)O)O)OC4C(C(C(C(O4)CO)O)OC(=O)N)O)C(=O)NC(C)C(C(C)C(=O)NC(C(C)O)C(=O)NCCC5=NC(=CS5)C6=NC(=CS6)C(=O)NCCC[S+](C)C)O. (3) Drug 1: CC(C1=C(C=CC(=C1Cl)F)Cl)OC2=C(N=CC(=C2)C3=CN(N=C3)C4CCNCC4)N. Synergy scores: CSS=8.69, Synergy_ZIP=-3.24, Synergy_Bliss=1.36, Synergy_Loewe=-1.45, Synergy_HSA=0.749. Cell line: 786-0. Drug 2: CC12CCC(CC1=CCC3C2CCC4(C3CC=C4C5=CN=CC=C5)C)O. (4) Drug 1: CC1=C(C(CCC1)(C)C)C=CC(=CC=CC(=CC(=O)O)C)C. Drug 2: CC(C)NC(=O)C1=CC=C(C=C1)CNNC.Cl. Cell line: NCI/ADR-RES. Synergy scores: CSS=0.971, Synergy_ZIP=13.1, Synergy_Bliss=-2.43, Synergy_Loewe=-2.12, Synergy_HSA=-4.18. (5) Drug 1: C1=CC(=C2C(=C1NCCNCCO)C(=O)C3=C(C=CC(=C3C2=O)O)O)NCCNCCO. Drug 2: CCC1=C2CN3C(=CC4=C(C3=O)COC(=O)C4(CC)O)C2=NC5=C1C=C(C=C5)O. Cell line: M14. Synergy scores: CSS=35.5, Synergy_ZIP=-1.02, Synergy_Bliss=-0.114, Synergy_Loewe=-9.47, Synergy_HSA=2.59. (6) Drug 1: CC1OCC2C(O1)C(C(C(O2)OC3C4COC(=O)C4C(C5=CC6=C(C=C35)OCO6)C7=CC(=C(C(=C7)OC)O)OC)O)O. Drug 2: CC1=C(C(=CC=C1)Cl)NC(=O)C2=CN=C(S2)NC3=CC(=NC(=N3)C)N4CCN(CC4)CCO. Cell line: ACHN. Synergy scores: CSS=50.7, Synergy_ZIP=-4.33, Synergy_Bliss=-0.668, Synergy_Loewe=0.232, Synergy_HSA=3.46. (7) Drug 1: CC1=CC2C(CCC3(C2CCC3(C(=O)C)OC(=O)C)C)C4(C1=CC(=O)CC4)C. Cell line: TK-10. Drug 2: CN(C)N=NC1=C(NC=N1)C(=O)N. Synergy scores: CSS=-0.499, Synergy_ZIP=3.21, Synergy_Bliss=6.97, Synergy_Loewe=0.842, Synergy_HSA=2.40.